From a dataset of Catalyst prediction with 721,799 reactions and 888 catalyst types from USPTO. Predict which catalyst facilitates the given reaction. Product: [F:16][C@H:11]1[C@@H:10]([O:9][C:8]2[CH:7]=[CH:6][C:5]([C:17]3[N:18]=[C:19]([NH:23][C:24]4[CH:25]=[N:26][N:27]([CH3:33])[C:28]=4[CH2:29][OH:30])[N:20]=[CH:21][N:22]=3)=[CH:4][C:3]=2[C:1]#[N:2])[CH2:15][CH2:14][NH:13][CH2:12]1. The catalyst class is: 1. Reactant: [C:1]([C:3]1[CH:4]=[C:5]([C:17]2[N:22]=[CH:21][N:20]=[C:19]([NH:23][C:24]3[CH:25]=[N:26][N:27]([CH3:33])[C:28]=3[C:29](OC)=[O:30])[N:18]=2)[CH:6]=[CH:7][C:8]=1[O:9][C@H:10]1[CH2:15][CH2:14][NH:13][CH2:12][C@H:11]1[F:16])#[N:2].[H-].[Al+3].[Li+].[H-].[H-].[H-].